This data is from Reaction yield outcomes from USPTO patents with 853,638 reactions. The task is: Predict the reaction yield, written as a fraction of the theoretical maximum amount of product (1.0 means a 100% yield; for example, 0.34 means a 34% yield). The reactants are [CH3:1][C:2]([OH:5])(C)[CH3:3].O.C([O-])([O-])=[O:8].[K+].[K+].[Si:13]([O:20][CH2:21][C@@H:22]([N:26]([CH3:39])[C:27]([NH:29][CH2:30][C:31]1[CH:36]=[CH:35][CH:34]=[C:33]([F:37])[C:32]=1[Cl:38])=[O:28])CC=C)([C:16]([CH3:19])([CH3:18])[CH3:17])([CH3:15])[CH3:14]. The catalyst is CC(O)(C)C.O.C(OCC)(=O)C.CC[C@@H]1[C@@H]2C[C@H]([C@@H](OC3N=C(C4C=CC=CC=4)N=C(O[C@@H](C4C=CN=C5C=4C=C(OC)C=C5)[C@@H]4N5C[C@H](CC)[C@@H](CC5)C4)C=3C3C=CC=CC=3)C3C=CN=C4C=3C=C(OC)C=C4)N(CC2)C1. The product is [Si:13]([O:20][CH2:21][C@@H:22]([N:26]([CH3:39])[C:27]([NH:29][CH2:30][C:31]1[CH:36]=[CH:35][CH:34]=[C:33]([F:37])[C:32]=1[Cl:38])=[O:28])[CH2:1][C@@H:2]([OH:5])[CH2:3][OH:8])([C:16]([CH3:19])([CH3:18])[CH3:17])([CH3:15])[CH3:14]. The yield is 0.550.